Dataset: Reaction yield outcomes from USPTO patents with 853,638 reactions. Task: Predict the reaction yield, written as a fraction of the theoretical maximum amount of product (1.0 means a 100% yield; for example, 0.34 means a 34% yield). (1) The reactants are [CH2:1]([S:3]([C:6]1[CH:11]=[CH:10][C:9](F)=[CH:8][CH:7]=1)(=[O:5])=[O:4])[CH3:2].C1C(S(Cl)(=O)=O)=CC=C([I:23])C=1. No catalyst specified. The product is [CH2:1]([S:3]([C:6]1[CH:11]=[CH:10][C:9]([I:23])=[CH:8][CH:7]=1)(=[O:5])=[O:4])[CH3:2]. The yield is 0.200. (2) The reactants are [NH2:1][C:2]1[C:11]2[C:6](=[C:7](Br)[CH:8]=[CH:9][CH:10]=2)[N:5]=[N:4][C:3]=1[C:13]([NH:15][CH2:16][CH2:17][CH3:18])=[O:14].[CH3:19][O:20][C:21]1[CH:22]=[C:23](B(O)O)[CH:24]=[C:25]([O:29][CH3:30])[C:26]=1[O:27][CH3:28]. No catalyst specified. The product is [NH2:1][C:2]1[C:11]2[C:6](=[C:7]([C:23]3[CH:24]=[C:25]([O:29][CH3:30])[C:26]([O:27][CH3:28])=[C:21]([O:20][CH3:19])[CH:22]=3)[CH:8]=[CH:9][CH:10]=2)[N:5]=[N:4][C:3]=1[C:13]([NH:15][CH2:16][CH2:17][CH3:18])=[O:14]. The yield is 0.915. (3) The reactants are [C:1]1([N:7]2[C:11](=[O:12])[CH:10]=[C:9]([CH3:13])[NH:8]2)[CH:6]=[CH:5][CH:4]=[CH:3][CH:2]=1.[OH-].[Ca+2].[OH-].[CH3:17][CH:18]([CH2:22][CH3:23])[C:19](Cl)=[O:20].Cl.O1CCOC[CH2:26]1. No catalyst specified. The product is [C:1]1([N:7]2[C:11](=[O:12])[C:10]([C:19](=[O:20])[CH:18]([CH2:22][CH3:23])[CH2:17][CH3:26])=[C:9]([CH3:13])[NH:8]2)[CH:6]=[CH:5][CH:4]=[CH:3][CH:2]=1. The yield is 0.730. (4) The reactants are [C:1]([O-])(C)(C)C.[K+].C(OCC)(=O)CC(OCC)=O.Cl[C:19]1[C:20]([C:29]([F:32])([F:31])[F:30])=[CH:21][C:22]([N+:26]([O-:28])=[O:27])=[C:23]([NH2:25])[CH:24]=1.[OH-].[K+].Cl. The catalyst is CS(C)=O.O. The product is [CH3:1][C:19]1[C:20]([C:29]([F:32])([F:31])[F:30])=[CH:21][C:22]([N+:26]([O-:28])=[O:27])=[C:23]([NH2:25])[CH:24]=1. The yield is 0.910. (5) The reactants are [C:1]([O:5][C:6]([N:8]1[CH2:13][CH2:12][CH:11]([C:14]2[CH:19]=[CH:18][C:17]([NH2:20])=[C:16](Br)[N:15]=2)[CH2:10][CH2:9]1)=[O:7])([CH3:4])([CH3:3])[CH3:2].[C:22]1(B(O)O)[CH2:27][CH2:26][CH2:25][CH2:24][CH:23]=1. The catalyst is CCO.C1(C)C=CC=CC=1.C([O-])([O-])=O.[Na+].[Na+].CCOCC.[Cl-].[Na+].O.C1C=CC([P]([Pd]([P](C2C=CC=CC=2)(C2C=CC=CC=2)C2C=CC=CC=2)([P](C2C=CC=CC=2)(C2C=CC=CC=2)C2C=CC=CC=2)[P](C2C=CC=CC=2)(C2C=CC=CC=2)C2C=CC=CC=2)(C2C=CC=CC=2)C2C=CC=CC=2)=CC=1. The product is [C:1]([O:5][C:6]([N:8]1[CH2:13][CH2:12][CH:11]([C:14]2[CH:19]=[CH:18][C:17]([NH2:20])=[C:16]([C:22]3[CH2:27][CH2:26][CH2:25][CH2:24][CH:23]=3)[N:15]=2)[CH2:10][CH2:9]1)=[O:7])([CH3:4])([CH3:3])[CH3:2]. The yield is 0.740. (6) The reactants are [C:1]([O:5][C:6]([N:8]([CH2:26][C:27]([O:29][C:30]([CH3:33])([CH3:32])[CH3:31])=[O:28])[C:9]1[CH:14]=[CH:13][CH:12]=[C:11]([CH2:15][NH:16][S:17]([C:20]2[CH:21]=[N:22][CH:23]=[CH:24][CH:25]=2)(=[O:19])=[O:18])[N:10]=1)=[O:7])([CH3:4])([CH3:3])[CH3:2].[H-].[Na+].[CH:36]([C:39]1([C:42]2[CH:49]=[CH:48][C:45]([CH2:46]Br)=[CH:44][CH:43]=2)[CH2:41][CH2:40]1)([CH3:38])[CH3:37].[Cl-].[NH4+]. The catalyst is CN(C)C=O. The product is [C:1]([O:5][C:6]([N:8]([CH2:26][C:27]([O:29][C:30]([CH3:33])([CH3:32])[CH3:31])=[O:28])[C:9]1[CH:14]=[CH:13][CH:12]=[C:11]([CH:15]([CH2:46][C:45]2[CH:48]=[CH:49][C:42]([C:39]3([CH:36]([CH3:38])[CH3:37])[CH2:40][CH2:41]3)=[CH:43][CH:44]=2)[NH:16][S:17]([C:20]2[CH:21]=[N:22][CH:23]=[CH:24][CH:25]=2)(=[O:19])=[O:18])[N:10]=1)=[O:7])([CH3:4])([CH3:3])[CH3:2]. The yield is 0.530. (7) The reactants are Cl[C:2]1[N:7]=[CH:6][N:5]=[C:4]([NH2:8])[CH:3]=1.CO[C:11]1[N:16]=[CH:15][C:14](B(O)O)=[CH:13]N=1.[C:20]([O-])([O-])=O.[Na+].[Na+]. The catalyst is COCCOC.CCO.O.Cl[Pd](Cl)([P](C1C=CC=CC=1)(C1C=CC=CC=1)C1C=CC=CC=1)[P](C1C=CC=CC=1)(C1C=CC=CC=1)C1C=CC=CC=1. The product is [N:16]1[CH:11]=[CH:20][CH:13]=[C:14]([C:2]2[N:7]=[CH:6][N:5]=[C:4]([NH2:8])[CH:3]=2)[CH:15]=1. The yield is 0.510.